Dataset: Forward reaction prediction with 1.9M reactions from USPTO patents (1976-2016). Task: Predict the product of the given reaction. Given the reactants Cl[CH:2]1[C:7](=[O:8])[CH2:6][C:5]([CH2:14][CH2:15][C:16]2[CH:21]=[CH:20][C:19]([O:22][CH3:23])=[C:18]([Cl:24])[CH:17]=2)([CH:9]2[CH2:13][CH2:12][CH2:11][CH2:10]2)[O:4][C:3]1=[O:25].[N:26]1[CH:31]=[CH:30][CH:29]=[C:28]([C:32]2[NH:33][C:34]([SH:37])=[N:35][N:36]=2)[CH:27]=1, predict the reaction product. The product is: [Cl:24][C:18]1[CH:17]=[C:16]([CH2:15][CH2:14][C:5]2([CH:9]3[CH2:13][CH2:12][CH2:11][CH2:10]3)[O:4][C:3](=[O:25])[C:2]([S:37][C:34]3[NH:33][C:32]([C:28]4[CH:27]=[N:26][CH:31]=[CH:30][CH:29]=4)=[N:36][N:35]=3)=[C:7]([OH:8])[CH2:6]2)[CH:21]=[CH:20][C:19]=1[O:22][CH3:23].